From a dataset of Experimentally validated miRNA-target interactions with 360,000+ pairs, plus equal number of negative samples. Binary Classification. Given a miRNA mature sequence and a target amino acid sequence, predict their likelihood of interaction. (1) The miRNA is hsa-miR-20b-5p with sequence CAAAGUGCUCAUAGUGCAGGUAG. The protein sequence of the target gene is MEQLSSANTRFALDLFLALSENNPAGNIFISPFSISSAMAMVFLGTRGNTAAQLSKTFHFNTVEEVHSRFQSLNADINKRGASYILKLANRLYGEKTYNFLPEFLVSTQKTYGADLASVDFQHASEDARKTINQWVKGQTEGKIPELLASGMVDNMTKLVLVNAIYFKGNWKDKFMKEATTNAPFRLNKKDRKTVKMMYQKKKFAYGYIEDLKCRVLELPYQGEELSMVILLPDDIEDESTGLKKIEEQLTLEKLHEWTKPENLDFIEVNVSLPRFKLEESYTLNSDLARLGVQDLFNSS.... Result: 0 (no interaction). (2) The miRNA is mmu-miR-291b-3p with sequence AAAGUGCAUCCAUUUUGUUUGU. The protein sequence of the target gene is MAAAAAAAAVGDPQPPQPEAPAQGLALDKAATAAHLKAALSRPDNRAGAEELQALLERVLNAERPLAGAAGGEEAAGGGGGGPGEAEEDALEWCKCLLAGGGGYEEFCAAVRAYDPAALCGLVWTANFVAYRCRTCGISPCMSLCAECFHQGDHTGHDFNMFRSQAGGACDCGDSNVMRESGFCRRHQIKSSSNIPCVPKDLLMMSEFVLPRFIFCLIQYLREGYNEPAADAPSEKDLNKVLQLLEPQISFLEDLTKMGGAMRSVLTQVLTNQQNYKDLTAGLGENACAKKSHEKYLIAL.... Result: 0 (no interaction).